Dataset: Forward reaction prediction with 1.9M reactions from USPTO patents (1976-2016). Task: Predict the product of the given reaction. Given the reactants [H-].[Na+].[Br:3][C:4]1[NH:5][C:6]([Br:10])=[C:7]([Br:9])[N:8]=1.I[CH2:12][CH3:13], predict the reaction product. The product is: [Br:3][C:4]1[N:5]([CH2:12][CH3:13])[C:6]([Br:10])=[C:7]([Br:9])[N:8]=1.